This data is from Catalyst prediction with 721,799 reactions and 888 catalyst types from USPTO. The task is: Predict which catalyst facilitates the given reaction. Reactant: CC1(C)[O:7][C:6]2[CH:8]=[CH:9][C:10]([C@@H:12]([OH:54])[CH2:13][NH:14][CH2:15][CH2:16][C:17]3[CH:53]=[CH:52][C:20]([O:21][CH2:22][CH2:23][O:24][CH2:25][C:26]4[CH:27]=[C:28]([S:32]([N:35](COCC[Si](C)(C)C)COCC[Si](C)(C)C)(=[O:34])=[O:33])[CH:29]=[CH:30][CH:31]=4)=[CH:19][CH:18]=3)=[CH:11][C:5]=2[CH2:4][O:3]1. Product: [OH:54][C@H:12]([C:10]1[CH:9]=[CH:8][C:6]([OH:7])=[C:5]([CH2:4][OH:3])[CH:11]=1)[CH2:13][NH:14][CH2:15][CH2:16][C:17]1[CH:53]=[CH:52][C:20]([O:21][CH2:22][CH2:23][O:24][CH2:25][C:26]2[CH:27]=[C:28]([S:32]([NH2:35])(=[O:34])=[O:33])[CH:29]=[CH:30][CH:31]=2)=[CH:19][CH:18]=1. The catalyst class is: 86.